Dataset: Forward reaction prediction with 1.9M reactions from USPTO patents (1976-2016). Task: Predict the product of the given reaction. (1) Given the reactants [CH3:1][O:2][CH2:3][CH2:4][O:5][C:6]1[CH:7]=[C:8]([CH3:39])[C:9]([C:12]2[C:13]3[CH:20]=[C:19]([CH2:21][O:22][C:23]4[CH:28]=[CH:27][C:26]([C@@H:29]([C:36]#[C:37][CH3:38])[CH2:30][C:31]([O:33]CC)=[O:32])=[CH:25][CH:24]=4)[CH:18]=[CH:17][C:14]=3[S:15][CH:16]=2)=[N:10][CH:11]=1.[Li+].[OH-].Cl, predict the reaction product. The product is: [CH3:1][O:2][CH2:3][CH2:4][O:5][C:6]1[CH:7]=[C:8]([CH3:39])[C:9]([C:12]2[C:13]3[CH:20]=[C:19]([CH2:21][O:22][C:23]4[CH:28]=[CH:27][C:26]([C@@H:29]([C:36]#[C:37][CH3:38])[CH2:30][C:31]([OH:33])=[O:32])=[CH:25][CH:24]=4)[CH:18]=[CH:17][C:14]=3[S:15][CH:16]=2)=[N:10][CH:11]=1. (2) Given the reactants [CH3:1][O:2][C:3]([C:5]1([NH:18][C:19](=[O:28])[C:20]2[CH:25]=[CH:24][CH:23]=[C:22]([CH3:26])[C:21]=2[OH:27])[CH2:16][C:15]2[C:17]3[C:11]([CH:12]=[CH:13][CH:14]=2)=[CH:10][CH:9]=[CH:8][C:7]=3[CH2:6]1)=[O:4].C([O-])([O-])=O.[Cs+].[Cs+].Br[CH:36]([CH3:38])[CH3:37], predict the reaction product. The product is: [CH3:1][O:2][C:3]([C:5]1([NH:18][C:19](=[O:28])[C:20]2[CH:25]=[CH:24][CH:23]=[C:22]([CH3:26])[C:21]=2[O:27][CH:36]([CH3:38])[CH3:37])[CH2:6][C:7]2[C:17]3[C:11]([CH:10]=[CH:9][CH:8]=2)=[CH:12][CH:13]=[CH:14][C:15]=3[CH2:16]1)=[O:4]. (3) Given the reactants Br[C:2]1[CH:7]=[CH:6][C:5]([C:8]([C:24]2[CH:29]=[CH:28][C:27]([Br:30])=[CH:26][CH:25]=2)=[CH:9][CH2:10][S:11][C:12]2[CH:22]=[CH:21][C:15]([O:16][CH2:17][C:18]([OH:20])=[O:19])=[C:14]([CH3:23])[CH:13]=2)=[CH:4][CH:3]=1.[C:31]1([C:40]2[CH:45]=[CH:44][CH:43]=[CH:42][CH:41]=2)[CH:36]=[CH:35][C:34](B(O)O)=[CH:33][CH:32]=1.[F-].[K+], predict the reaction product. The product is: [Br:30][C:27]1[CH:28]=[CH:29][C:24]([C:8]([C:5]2[CH:4]=[CH:3][C:2]([C:43]3[CH:44]=[CH:45][C:40]([C:31]4[CH:36]=[CH:35][CH:34]=[CH:33][CH:32]=4)=[CH:41][CH:42]=3)=[CH:7][CH:6]=2)=[CH:9][CH2:10][S:11][C:12]2[CH:22]=[CH:21][C:15]([O:16][CH2:17][C:18]([OH:20])=[O:19])=[C:14]([CH3:23])[CH:13]=2)=[CH:25][CH:26]=1. (4) Given the reactants [OH:1][C@@H:2]1[CH2:7][CH2:6][CH2:5][CH2:4][C@H:3]1[NH:8][C:9]([C:11]1[CH:16]=[N:15][C:14](Br)=[C:13]([C:18]2[CH:23]=[CH:22][C:21]([Cl:24])=[CH:20][CH:19]=2)[N:12]=1)=[O:10].[CH:25]1([CH2:30][OH:31])[CH2:29][CH2:28][CH2:27][CH2:26]1, predict the reaction product. The product is: [OH:1][C@@H:2]1[CH2:7][CH2:6][CH2:5][CH2:4][C@H:3]1[NH:8][C:9]([C:11]1[CH:16]=[N:15][C:14]([O:31][CH2:30][CH:25]2[CH2:29][CH2:28][CH2:27][CH2:26]2)=[C:13]([C:18]2[CH:23]=[CH:22][C:21]([Cl:24])=[CH:20][CH:19]=2)[N:12]=1)=[O:10]. (5) Given the reactants [C:1]([O:8][CH3:9])(=[O:7])/[CH:2]=[CH:3]/[C:4]([OH:6])=[O:5].[CH2:10]([NH:17][C:18](=[O:21])[CH2:19]Cl)[C:11]1[CH:16]=[CH:15][CH:14]=[CH:13][CH:12]=1, predict the reaction product. The product is: [C:1]([O:8][CH3:9])(=[O:7])/[CH:2]=[CH:3]/[C:4]([O:6][CH2:19][C:18](=[O:21])[NH:17][CH2:10][C:11]1[CH:16]=[CH:15][CH:14]=[CH:13][CH:12]=1)=[O:5]. (6) Given the reactants CO[N:3]=[CH:4][C:5]1[CH:10]=[CH:9][C:8]([C:11]2[CH:16]=[C:15]([F:17])[CH:14]=[CH:13][C:12]=2[O:18][CH3:19])=[C:7]([O:20][CH3:21])[CH:6]=1, predict the reaction product. The product is: [F:17][C:15]1[CH:14]=[CH:13][C:12]([O:18][CH3:19])=[C:11]([C:8]2[CH:9]=[CH:10][C:5]([CH2:4][NH2:3])=[CH:6][C:7]=2[O:20][CH3:21])[CH:16]=1. (7) Given the reactants [CH3:1][C:2]1[C:6]([CH2:7][C:8]([OH:10])=O)=[C:5]([C:11]([F:14])([F:13])[F:12])[NH:4][N:3]=1.O.ON1C2C=CC=CC=2N=N1.Cl.CN(C)CCCN=C=NCC.C(N1CCOCC1)C.[Cl:46][C:47]1[CH:52]=[C:51]([F:53])[CH:50]=[CH:49][C:48]=1[CH2:54][NH2:55], predict the reaction product. The product is: [Cl:46][C:47]1[CH:52]=[C:51]([F:53])[CH:50]=[CH:49][C:48]=1[CH2:54][NH:55][C:8](=[O:10])[CH2:7][C:6]1[C:2]([CH3:1])=[N:3][NH:4][C:5]=1[C:11]([F:14])([F:13])[F:12].